From a dataset of Catalyst prediction with 721,799 reactions and 888 catalyst types from USPTO. Predict which catalyst facilitates the given reaction. (1) The catalyst class is: 254. Product: [CH3:44][S:45]([OH:48])(=[O:47])=[O:46].[CH3:44][S:45]([OH:48])(=[O:47])=[O:46].[CH3:12][O:11][C:7]1[CH:6]=[C:5]([C:13]2[CH:18]=[CH:17][C:16]([N:19]([CH3:43])[CH2:20][CH2:21][CH2:22][N:23]([C:25]3[CH:26]=[CH:27][C:28]([C:31]4[CH:32]=[C:33]([O:41][CH3:42])[C:34]([O:39][CH3:40])=[C:35]([O:37][CH3:38])[CH:36]=4)=[N:29][CH:30]=3)[CH3:24])=[CH:15][N:14]=2)[CH:4]=[C:3]([O:2][CH3:1])[C:8]=1[O:9][CH3:10]. Reactant: [CH3:1][O:2][C:3]1[CH:4]=[C:5]([C:13]2[CH:18]=[CH:17][C:16]([N:19]([CH3:43])[CH2:20][CH2:21][CH2:22][N:23]([C:25]3[CH:26]=[CH:27][C:28]([C:31]4[CH:36]=[C:35]([O:37][CH3:38])[C:34]([O:39][CH3:40])=[C:33]([O:41][CH3:42])[CH:32]=4)=[N:29][CH:30]=3)[CH3:24])=[CH:15][N:14]=2)[CH:6]=[C:7]([O:11][CH3:12])[C:8]=1[O:9][CH3:10].[CH3:44][S:45]([OH:48])(=[O:47])=[O:46]. (2) The catalyst class is: 2. Product: [C:1]([C:3]1[CH:8]=[CH:7][C:6]([CH2:9][S:10]([NH2:15])(=[O:12])=[O:11])=[CH:5][CH:4]=1)#[N:2]. Reactant: [C:1]([C:3]1[CH:8]=[CH:7][C:6]([CH2:9][S:10](Cl)(=[O:12])=[O:11])=[CH:5][CH:4]=1)#[N:2].[OH-].[NH4+:15]. (3) Reactant: [F:1][C:2]1[CH:3]=[C:4]([C:9]2([O:16][CH3:17])[CH2:13][CH2:12][N:11]([CH2:14][CH3:15])[CH2:10]2)[CH:5]=[CH:6][C:7]=1[F:8].ClC1C=C(C=CC=1)C(OO)=[O:23].[O-2].[Al+3].[O-2].[O-2].[Al+3]. Product: [F:1][C:2]1[CH:3]=[C:4]([C:9]2([O:16][CH3:17])[CH2:13][CH2:12][N+:11]([O-:23])([CH2:14][CH3:15])[CH2:10]2)[CH:5]=[CH:6][C:7]=1[F:8]. The catalyst class is: 4. (4) Reactant: ClC(OC(Cl)C)=O.C([N:15]1[C@@H:24]2[C@H:19]([CH2:20][CH2:21][CH2:22][CH2:23]2)[N:18]([C:25]2[CH:30]=[CH:29][C:28]([Cl:31])=[CH:27][CH:26]=2)[CH2:17][CH2:16]1)C1C=CC=CC=1. Product: [Cl:31][C:28]1[CH:27]=[CH:26][C:25]([N:18]2[C@@H:19]3[C@H:24]([CH2:23][CH2:22][CH2:21][CH2:20]3)[NH:15][CH2:16][CH2:17]2)=[CH:30][CH:29]=1. The catalyst class is: 2. (5) Reactant: [CH3:1][C:2]([OH:6])([C:4]#[CH:5])[CH3:3].[H-].[Na+].[CH2:9](Br)[CH:10]=[CH2:11]. Product: [CH2:11]([O:6][C:2]([CH3:3])([CH3:1])[C:4]#[CH:5])[CH:10]=[CH2:9]. The catalyst class is: 215. (6) Reactant: [Br:1][C:2]1[CH:3]=[C:4]([N+:11]([O-:13])=[O:12])[C:5](N)=[N:6][C:7]=1[CH2:8][CH3:9].[BrH:14].BrBr.N([O-])=O.[Na+].[OH-].[Na+]. Product: [Br:14][C:5]1[C:4]([N+:11]([O-:13])=[O:12])=[CH:3][C:2]([Br:1])=[C:7]([CH2:8][CH3:9])[N:6]=1. The catalyst class is: 313. (7) Reactant: Br[C:2]1[C:8]([F:9])=[CH:7][C:6]([N+:10]([O-:12])=[O:11])=[CH:5][C:3]=1[NH2:4].B1([CH:24]2[CH2:26][CH2:25]2)OC(=O)CN(C)CC(=O)O1.P(C1CCCCC1)(C1CCCCC1)C1CCCCC1.C([O-])([O-])=O.[Cs+].[Cs+]. Product: [CH:24]1([C:2]2[C:8]([F:9])=[CH:7][C:6]([N+:10]([O-:12])=[O:11])=[CH:5][C:3]=2[NH2:4])[CH2:26][CH2:25]1. The catalyst class is: 874.